Dataset: Reaction yield outcomes from USPTO patents with 853,638 reactions. Task: Predict the reaction yield, written as a fraction of the theoretical maximum amount of product (1.0 means a 100% yield; for example, 0.34 means a 34% yield). The reactants are N1C=CN=C1.[C:6]([Si:10](Cl)([CH3:12])[CH3:11])([CH3:9])([CH3:8])[CH3:7].[C:14]1([CH:21]=[CH:20][CH:19]=[C:17]([OH:18])[CH:16]=1)[OH:15]. The catalyst is C1COCC1. The product is [Si:10]([O:15][C:14]1[CH:16]=[C:17]([OH:18])[CH:19]=[CH:20][CH:21]=1)([C:6]([CH3:9])([CH3:8])[CH3:7])([CH3:12])[CH3:11]. The yield is 0.490.